The task is: Predict the product of the given reaction.. This data is from Forward reaction prediction with 1.9M reactions from USPTO patents (1976-2016). (1) The product is: [C:9]([O:8][C:6](=[O:7])[CH2:5][C@H:4]([NH:13][C:14](=[O:40])[C:15]1[CH:16]=[CH:17][C:18]([C@H:21]2[CH2:26][CH2:25][CH2:24][C@H:23]([NH:27][C@@H:28]([C:30]3[C:39]4[C:34](=[CH:35][CH:36]=[CH:37][CH:38]=4)[CH:33]=[CH:32][CH:31]=3)[CH3:29])[CH2:22]2)=[CH:19][CH:20]=1)[C:3]([OH:41])=[O:2])([CH3:10])([CH3:11])[CH3:12]. Given the reactants C[O:2][C:3](=[O:41])[CH:4]([NH:13][C:14](=[O:40])[C:15]1[CH:20]=[CH:19][C:18]([CH:21]2[CH2:26][CH2:25][CH2:24][CH:23]([NH:27][CH:28]([C:30]3[C:39]4[C:34](=[CH:35][CH:36]=[CH:37][CH:38]=4)[CH:33]=[CH:32][CH:31]=3)[CH3:29])[CH2:22]2)=[CH:17][CH:16]=1)[CH2:5][C:6]([O:8][C:9]([CH3:12])([CH3:11])[CH3:10])=[O:7].COC(=O)[C@@H](NC(=O)C1C=CC([C@H]2CCC[C@H](N[C@@H](C3C4C(=CC=CC=4)C=CC=3)C)C2)=CC=1)CC(OC(C)(C)C)=O, predict the reaction product. (2) Given the reactants [CH3:1][C:2]1([CH3:17])[CH2:6][O:5][C:4]([C:7]2[O:11][C:10]3[CH:12]=[CH:13][CH:14]=[C:15]([OH:16])[C:9]=3[CH:8]=2)=[N:3]1.S(C1C=CC([N+]([O-])=O)=CC=1)(O[CH2:22][C@H:23]1[O:25][CH2:24]1)(=O)=O.C(=O)([O-])[O-].[K+].[K+], predict the reaction product. The product is: [CH2:22]([O:16][C:15]1[C:9]2[CH:8]=[C:7]([C:4]3[O:5][CH2:6][C:2]([CH3:17])([CH3:1])[N:3]=3)[O:11][C:10]=2[CH:12]=[CH:13][CH:14]=1)[C@H:23]1[O:25][CH2:24]1. (3) Given the reactants [C:1]([CH2:3][C:4]1[C:13]2[C:8](=[CH:9][C:10]([O:14][CH2:15][C:16]3[CH:21]=[CH:20][CH:19]=[C:18]([Cl:22])[CH:17]=3)=[CH:11][CH:12]=2)[O:7][C:6](=[O:23])[CH:5]=1)#[N:2].[BH4-].[Na+].Cl.[NH4+].[OH-], predict the reaction product. The product is: [NH2:2][CH2:1][CH2:3][C:4]1[C:13]2[C:8](=[CH:9][C:10]([O:14][CH2:15][C:16]3[CH:21]=[CH:20][CH:19]=[C:18]([Cl:22])[CH:17]=3)=[CH:11][CH:12]=2)[O:7][C:6](=[O:23])[CH:5]=1. (4) Given the reactants [NH:1]1[CH2:6][CH2:5][CH2:4][CH2:3][CH2:2]1.Cl[CH2:8][CH2:9][CH2:10][OH:11].O.[OH-].[Na+], predict the reaction product. The product is: [N:1]1([CH2:8][CH2:9][CH2:10][OH:11])[CH2:6][CH2:5][CH2:4][CH2:3][CH2:2]1. (5) Given the reactants [NH2:1][C:2]1[N:7]=[C:6]([Cl:8])[CH:5]=[C:4](Cl)[N:3]=1.[F:10][C:11]1[CH:12]=[C:13]([CH:15]=[CH:16][C:17]=1[S:18][C:19]1[CH:24]=[CH:23][N:22]=[CH:21][CH:20]=1)[NH2:14].[OH-].[NH4+], predict the reaction product. The product is: [NH2:1][C:2]1[N:3]=[C:4]([NH:14][C:13]2[CH:15]=[CH:16][C:17]([S:18][C:19]3[CH:24]=[CH:23][N:22]=[CH:21][CH:20]=3)=[C:11]([F:10])[CH:12]=2)[CH:5]=[C:6]([Cl:8])[N:7]=1. (6) The product is: [Cl:14][C:15]1[CH:20]=[CH:19][C:18]([CH:21]2[CH2:26][CH2:25][CH2:24][N:23]([C:7]([C:6]3[CH:10]=[CH:11][N:12]=[C:4]([NH:3][CH3:2])[CH:5]=3)=[O:9])[CH2:22]2)=[C:17]([O:27][CH2:28][CH3:29])[CH:16]=1. Given the reactants Cl.[CH3:2][NH:3][C:4]1[CH:5]=[C:6]([CH:10]=[CH:11][N:12]=1)[C:7]([OH:9])=O.Cl.[Cl:14][C:15]1[CH:20]=[CH:19][C:18]([CH:21]2[CH2:26][CH2:25][CH2:24][NH:23][CH2:22]2)=[C:17]([O:27][CH2:28][CH3:29])[CH:16]=1.C(N(CC)CC)C.CCCP(=O)=O.C(Cl)CCl, predict the reaction product. (7) Given the reactants [CH:1]12[CH2:10][CH:5]3[CH2:6][CH:7]([CH2:9][CH:3]([CH2:4]3)[CH:2]1[NH:11][C:12]([C:14]1[CH:15]=[N:16][N:17]([C:20]3[CH:25]=[CH:24][CH:23]=[CH:22][CH:21]=3)[C:18]=1Cl)=[O:13])[CH2:8]2.[CH3:26][NH:27][CH2:28][C:29]1[CH:34]=[CH:33][CH:32]=[CH:31][CH:30]=1, predict the reaction product. The product is: [CH:1]12[CH2:10][CH:5]3[CH2:6][CH:7]([CH2:9][CH:3]([CH2:4]3)[CH:2]1[NH:11][C:12]([C:14]1[CH:15]=[N:16][N:17]([C:20]3[CH:25]=[CH:24][CH:23]=[CH:22][CH:21]=3)[C:18]=1[N:27]([CH2:28][C:29]1[CH:34]=[CH:33][CH:32]=[CH:31][CH:30]=1)[CH3:26])=[O:13])[CH2:8]2.